From a dataset of CYP3A4 inhibition data for predicting drug metabolism from PubChem BioAssay. Regression/Classification. Given a drug SMILES string, predict its absorption, distribution, metabolism, or excretion properties. Task type varies by dataset: regression for continuous measurements (e.g., permeability, clearance, half-life) or binary classification for categorical outcomes (e.g., BBB penetration, CYP inhibition). Dataset: cyp3a4_veith. (1) The drug is COc1ccccc1CN1CC[C@@]2(CCCN(C(=O)c3cccn3C)C2)C1. The result is 1 (inhibitor). (2) The compound is CCCN1C(=O)C2(/C(=C(\O)c3ccc4c(c3)OCCO4)C(=O)C(=O)N2CCCOC)c2ccccc21. The result is 0 (non-inhibitor). (3) The compound is c1ccc(Nc2ncnc3ccc(-c4ccc5c(c4)OCO5)cc23)cc1. The result is 1 (inhibitor). (4) The drug is CCc1ccc(/C=C\C(=O)N2CCc3ccccc3C2)cc1. The result is 0 (non-inhibitor). (5) The molecule is Cl.O=C(CN1CCCCC1)Nc1cccc([N+](=O)[O-])c1. The result is 0 (non-inhibitor). (6) The molecule is COc1ccc(CCn2c(C)cc(C(=O)CSc3nc(N)cc(=O)[nH]3)c2C)cc1. The result is 1 (inhibitor). (7) The result is 1 (inhibitor). The compound is COc1cccc(Cn2c(=O)c(-c3cc(F)cc(F)c3)nc3cnc(OC)nc32)c1.